Dataset: Full USPTO retrosynthesis dataset with 1.9M reactions from patents (1976-2016). Task: Predict the reactants needed to synthesize the given product. (1) Given the product [Cl:5][C:6]1[CH:11]=[C:10]([OH:12])[CH:9]=[CH:8][C:7]=1[CH:14]([CH3:33])[C:15]([C:21]1[CH:32]=[CH:31][C:24]2[N:25]([CH3:30])[C:26](=[O:29])[N:27]([CH3:28])[C:23]=2[CH:22]=1)([OH:20])[C:16]([F:17])([F:18])[F:19], predict the reactants needed to synthesize it. The reactants are: B(Br)(Br)Br.[Cl:5][C:6]1[CH:11]=[C:10]([O:12]C)[CH:9]=[CH:8][C:7]=1[CH:14]([CH3:33])[C:15]([C:21]1[CH:32]=[CH:31][C:24]2[N:25]([CH3:30])[C:26](=[O:29])[N:27]([CH3:28])[C:23]=2[CH:22]=1)([OH:20])[C:16]([F:19])([F:18])[F:17].CO.C([O-])(O)=O.[Na+]. (2) Given the product [Si:1]([O:8][C@H:9]1[CH2:18][C:17]([CH3:20])([CH3:19])[CH2:16][C:15]2[N:14]=[C:13]([CH:21]3[CH2:22][CH2:23][O:24][CH2:25][CH2:26]3)[C:12]([C@H:27]([C:36]3[CH:41]=[N:40][C:39]([C:42]([F:45])([F:44])[F:43])=[CH:38][CH:37]=3)[OH:28])=[C:11]([C:29]3[CH2:30][CH2:31][O:32][CH2:33][CH:34]=3)[C:10]1=2)([C:4]([CH3:5])([CH3:6])[CH3:7])([CH3:3])[CH3:2], predict the reactants needed to synthesize it. The reactants are: [Si:1]([O:8][C@H:9]1[CH2:18][C:17]([CH3:20])([CH3:19])[CH2:16][C:15]2[N:14]=[C:13]([CH:21]3[CH2:26][CH2:25][O:24][CH2:23][CH2:22]3)[C:12]([CH:27]=[O:28])=[C:11]([C:29]3[CH2:30][CH2:31][O:32][CH2:33][CH:34]=3)[C:10]1=2)([C:4]([CH3:7])([CH3:6])[CH3:5])([CH3:3])[CH3:2].Br[C:36]1[CH:37]=[CH:38][C:39]([C:42]([F:45])([F:44])[F:43])=[N:40][CH:41]=1. (3) Given the product [C:85]([NH:89][C:90]1[CH:91]=[C:92]([CH:96]=[CH:97][C:98]=1[O:99][C:100]([F:101])([F:102])[F:103])[C:93]([NH:95][C:35]1[CH:34]=[C:33]([C:31]2[NH:32][C:11]3[C:10]4([CH2:40][CH2:41][CH2:42][N:8]([C:6]([O:5][C:1]([CH3:4])([CH3:2])[CH3:3])=[O:7])[CH2:9]4)[CH2:15][N:14]([CH2:16][C:17]4[C:18]([O:27][CH3:28])=[CH:19][C:20]([O:25][CH3:26])=[CH:21][C:22]=4[O:23][CH3:24])[C:13](=[O:29])[C:12]=3[CH:30]=2)[CH:38]=[CH:37][N:36]=1)=[O:94])(=[O:88])[CH:86]=[CH2:87], predict the reactants needed to synthesize it. The reactants are: [C:1]([O:5][C:6]([N:8]1[CH2:42][CH2:41][CH2:40][C:10]2([CH2:15][N:14]([CH2:16][C:17]3[C:22]([O:23][CH3:24])=[CH:21][C:20]([O:25][CH3:26])=[CH:19][C:18]=3[O:27][CH3:28])[C:13](=[O:29])[C:12]3[CH:30]=[C:31]([C:33]4[CH:38]=[CH:37][N:36]=[C:35](Cl)[CH:34]=4)[NH:32][C:11]2=3)[CH2:9]1)=[O:7])([CH3:4])([CH3:3])[CH3:2].CC1(C)C2C(=C(P(C3C=CC=CC=3)C3C=CC=CC=3)C=CC=2)OC2C(P(C3C=CC=CC=3)C3C=CC=CC=3)=CC=CC1=2.[C:85]([NH:89][C:90]1[CH:91]=[C:92]([CH:96]=[CH:97][C:98]=1[O:99][C:100]([F:103])([F:102])[F:101])[C:93]([NH2:95])=[O:94])(=[O:88])[CH:86]=[CH2:87].C(=O)([O-])[O-].[Cs+].[Cs+]. (4) Given the product [CH2:14]([C@H:6]1[N:5]([C:16]2[CH:20]=[CH:19][N:50]([CH3:51])[N:63]=2)[C:4]2[N:3]=[C:2]([C:32]3[C:27]([C:21]4[CH:26]=[CH:25][CH:24]=[CH:23][CH:22]=4)=[N:28][CH:29]=[CH:30][CH:31]=3)[N:11]=[CH:10][C:9]=2[N:8]([CH3:12])[C:7]1=[O:13])[CH3:15], predict the reactants needed to synthesize it. The reactants are: Cl[C:2]1[N:11]=[CH:10][C:9]2[N:8]([CH3:12])[C:7](=[O:13])[C@@H:6]([CH2:14][CH3:15])[N:5]([CH:16]3[CH2:20][CH2:19]CC3)[C:4]=2[N:3]=1.[C:21]1([C:27]2[C:32](B3OC(C)(C)C(C)(C)O3)=[CH:31][CH:30]=[CH:29][N:28]=2)[CH:26]=[CH:25][CH:24]=[CH:23][CH:22]=1.C1(C2C=[N:50][CH:51]=CC=2B2OC(C)(C)C(C)(C)O2)C=CC=CC=1.[N:63]1C=CC(B(O)O)=CC=1. (5) Given the product [CH3:12][O:13][C:14]([C:16]1([O:19][C:4]2[C:5]([O:9][CH3:10])=[C:6]([Cl:8])[N:7]=[C:2]([Cl:1])[N:3]=2)[CH2:18][CH2:17]1)=[O:15], predict the reactants needed to synthesize it. The reactants are: [Cl:1][C:2]1[N:7]=[C:6]([Cl:8])[C:5]([O:9][CH3:10])=[C:4](Cl)[N:3]=1.[CH3:12][O:13][C:14]([C:16]1([OH:19])[CH2:18][CH2:17]1)=[O:15].[H-].[Na+]. (6) The reactants are: [Cl:1][C:2]1[C:3](F)=[CH:4][C:5]([F:22])=[C:6]([S:8]([N:11](COCC)[C:12]2[CH:17]=[CH:16][N:15]=[CH:14][N:13]=2)(=[O:10])=[O:9])[CH:7]=1.ClC1C(F)=CC(F)=C(S(/N=C2/N=CN(COCC)C=C/2)(=O)=O)C=1.[NH2:47][C:48]1[CH:53]=[C:52]([C:54]2[CH:59]=[C:58]([Cl:60])[CH:57]=[CH:56][C:55]=2[OH:61])[CH:51]=[CH:50][N:49]=1. Given the product [NH2:47][C:48]1[CH:53]=[C:52]([C:54]2[CH:59]=[C:58]([Cl:60])[CH:57]=[CH:56][C:55]=2[O:61][C:3]2[C:2]([Cl:1])=[CH:7][C:6]([S:8]([NH:11][C:12]3[CH:17]=[CH:16][N:15]=[CH:14][N:13]=3)(=[O:9])=[O:10])=[C:5]([F:22])[CH:4]=2)[CH:51]=[CH:50][N:49]=1, predict the reactants needed to synthesize it.